This data is from Reaction yield outcomes from USPTO patents with 853,638 reactions. The task is: Predict the reaction yield, written as a fraction of the theoretical maximum amount of product (1.0 means a 100% yield; for example, 0.34 means a 34% yield). (1) The reactants are [CH3:1][C:2](=[CH:5][CH:6]=[CH:7][C:8]([CH3:22])=[CH:9][CH:10]=[CH:11][CH:12]=[C:13]([CH3:21])[CH:14]=[CH:15][CH:16]=[C:17]([CH3:20])[CH2:18][OH:19])[CH2:3][OH:4]. The catalyst is C(Cl)Cl.[O-2].[O-2].[Mn+4]. The product is [CH3:20][C:17](=[CH:16][CH:15]=[CH:14][C:13]([CH3:21])=[CH:12][CH:11]=[CH:10][CH:9]=[C:8]([CH3:22])[CH:7]=[CH:6][CH:5]=[C:2]([CH3:1])[CH:3]=[O:4])[CH:18]=[O:19]. The yield is 0.730. (2) The reactants are [CH2:1]([O:3][C:4]([C:6]1[S:7][C:8]([O:19][C:20]2[CH:25]=[CH:24][CH:23]=[C:22]([O:26][CH3:27])[CH:21]=2)=[C:9]2[C:17]3[N:16]([CH3:18])[N:15]=[CH:14][C:13]=3[CH2:12][CH2:11][C:10]=12)=[O:5])[CH3:2].[C:28](Cl)(=[O:34])[CH2:29][CH2:30][CH2:31][CH2:32][CH3:33].[Cl-].[Al+3].[Cl-].[Cl-].Cl. The catalyst is ClCCCl. The product is [CH2:1]([O:3][C:4]([C:6]1[S:7][C:8]([O:19][C:20]2[CH:25]=[CH:24][C:23]([C:28](=[O:34])[CH2:29][CH2:30][CH2:31][CH2:32][CH3:33])=[C:22]([O:26][CH3:27])[CH:21]=2)=[C:9]2[C:17]3[N:16]([CH3:18])[N:15]=[CH:14][C:13]=3[CH2:12][CH2:11][C:10]=12)=[O:5])[CH3:2]. The yield is 0.570. (3) The reactants are Br[C:2]1[CH:3]=[N:4][CH:5]=[C:6]([Br:8])[CH:7]=1.[O:9]([C:16]1[CH:21]=[CH:20][C:19](B(O)O)=[CH:18][CH:17]=1)[C:10]1[CH:15]=[CH:14][CH:13]=[CH:12][CH:11]=1.C(=O)([O-])[O-].[Na+].[Na+]. The catalyst is C1C=CC([P]([Pd]([P](C2C=CC=CC=2)(C2C=CC=CC=2)C2C=CC=CC=2)([P](C2C=CC=CC=2)(C2C=CC=CC=2)C2C=CC=CC=2)[P](C2C=CC=CC=2)(C2C=CC=CC=2)C2C=CC=CC=2)(C2C=CC=CC=2)C2C=CC=CC=2)=CC=1.O.C(O)C.C1(C)C=CC=CC=1. The product is [Br:8][C:6]1[CH:5]=[N:4][CH:3]=[C:2]([C:11]2[CH:12]=[CH:13][CH:14]=[CH:15][C:10]=2[O:9][C:16]2[CH:17]=[CH:18][CH:19]=[CH:20][CH:21]=2)[CH:7]=1. The yield is 0.320. (4) The reactants are [CH3:1][N:2]1[C:6](=[O:7])[N:5]([C:8]2[CH:15]=[C:14]([N+:16]([O-])=O)[CH:13]=[CH:12][C:9]=2[C:10]#[N:11])[N:4]=[N:3]1. The catalyst is CO.[Pd]. The product is [NH2:16][C:14]1[CH:13]=[CH:12][C:9]([C:10]#[N:11])=[C:8]([N:5]2[C:6](=[O:7])[N:2]([CH3:1])[N:3]=[N:4]2)[CH:15]=1. The yield is 1.00. (5) The yield is 0.140. The reactants are Br[C:2]1[CH:7]=[CH:6][C:5]([S:8]([NH:11][CH:12]2[CH2:14][CH2:13]2)(=[O:10])=[O:9])=[CH:4][C:3]=1[F:15].[C:16]([C:18]1[N:22]([CH3:23])[C:21](B(O)O)=[CH:20][CH:19]=1)#[N:17].[F-].[K+].C(P(C(C)(C)C)C(C)(C)C)(C)(C)C. The product is [C:16]([C:18]1[N:22]([CH3:23])[C:21]([C:2]2[CH:7]=[CH:6][C:5]([S:8]([NH:11][CH:12]3[CH2:14][CH2:13]3)(=[O:10])=[O:9])=[CH:4][C:3]=2[F:15])=[CH:20][CH:19]=1)#[N:17]. The catalyst is C1C=CC(/C=C/C(/C=C/C2C=CC=CC=2)=O)=CC=1.C1C=CC(/C=C/C(/C=C/C2C=CC=CC=2)=O)=CC=1.C1C=CC(/C=C/C(/C=C/C2C=CC=CC=2)=O)=CC=1.[Pd].[Pd]. (6) The reactants are [CH:1]([O:4][C:5]([C:7]1[C@@H:8]([C:35]2[CH:40]=[CH:39][CH:38]=[C:37]([N+:41]([O-:43])=[O:42])[CH:36]=2)[C:9]([C:15]([O:17][CH:18]2[CH2:21][N:20]([CH:22]([C:29]3[CH:34]=[CH:33][CH:32]=[CH:31][CH:30]=3)[C:23]3[CH:28]=[CH:27][CH:26]=[CH:25][CH:24]=3)[CH2:19]2)=[O:16])=[C:10]([NH2:14])[NH:11][C:12]=1[CH3:13])=[O:6])([CH3:3])[CH3:2].[S:44](=[O:48])(=[O:47])([OH:46])[OH:45]. The catalyst is COC(C)(C)C. The product is [S:44]([OH:48])([OH:47])(=[O:46])=[O:45].[CH:1]([O:4][C:5]([C:7]1[C@@H:8]([C:35]2[CH:40]=[CH:39][CH:38]=[C:37]([N+:41]([O-:43])=[O:42])[CH:36]=2)[C:9]([C:15]([O:17][CH:18]2[CH2:19][N:20]([CH:22]([C:29]3[CH:34]=[CH:33][CH:32]=[CH:31][CH:30]=3)[C:23]3[CH:28]=[CH:27][CH:26]=[CH:25][CH:24]=3)[CH2:21]2)=[O:16])=[C:10]([NH2:14])[NH:11][C:12]=1[CH3:13])=[O:6])([CH3:3])[CH3:2]. The yield is 0.660. (7) The reactants are [NH2:1][C:2]1[CH:3]=[C:4]([CH:21]=[CH:22][CH:23]=1)[O:5][C:6]1[CH:7]=[CH:8][C:9]2[N:10]([CH:12]=[C:13]([NH:15][C:16]([CH:18]3[CH2:20][CH2:19]3)=[O:17])[N:14]=2)[N:11]=1.[F:24][C:25]1[CH:33]=[CH:32][C:28]([C:29](O)=[O:30])=[CH:27][C:26]=1[C:34]([F:37])([F:36])[F:35].ON1C2C=CC=CC=2N=N1.Cl.C(N=C=NCCCN(C)C)C. The catalyst is CN(C)C=O. The product is [CH:18]1([C:16]([NH:15][C:13]2[N:14]=[C:9]3[CH:8]=[CH:7][C:6]([O:5][C:4]4[CH:3]=[C:2]([NH:1][C:29](=[O:30])[C:28]5[CH:32]=[CH:33][C:25]([F:24])=[C:26]([C:34]([F:37])([F:35])[F:36])[CH:27]=5)[CH:23]=[CH:22][CH:21]=4)=[N:11][N:10]3[CH:12]=2)=[O:17])[CH2:20][CH2:19]1. The yield is 0.760. (8) The reactants are [Cl:1][C:2]1[CH:3]=[C:4]2[C:9](=[CH:10][C:11]=1[O:12][C:13]1[CH:21]=[CH:20][C:16]([C:17]([OH:19])=O)=[CH:15][CH:14]=1)[O:8][CH2:7][CH2:6][CH:5]2[C:22]([O:24][CH2:25][CH3:26])=[O:23].O.ON1C2C=CC=CC=2N=N1.[Br:38][C:39]1[CH:44]=[CH:43][C:42]([CH2:45][CH2:46][NH2:47])=[C:41]([Cl:48])[CH:40]=1.Cl.C(N=C=NCCCN(C)C)C. The catalyst is CN(C)C=O.O. The product is [Br:38][C:39]1[CH:44]=[CH:43][C:42]([CH2:45][CH2:46][NH:47][C:17]([C:16]2[CH:15]=[CH:14][C:13]([O:12][C:11]3[CH:10]=[C:9]4[C:4]([CH:5]([C:22]([O:24][CH2:25][CH3:26])=[O:23])[CH2:6][CH2:7][O:8]4)=[CH:3][C:2]=3[Cl:1])=[CH:21][CH:20]=2)=[O:19])=[C:41]([Cl:48])[CH:40]=1. The yield is 0.600.